From a dataset of TCR-epitope binding with 47,182 pairs between 192 epitopes and 23,139 TCRs. Binary Classification. Given a T-cell receptor sequence (or CDR3 region) and an epitope sequence, predict whether binding occurs between them. (1) The epitope is KLPDDFTGCV. The TCR CDR3 sequence is CASSQDSPYLNYGYTF. Result: 1 (the TCR binds to the epitope). (2) Result: 1 (the TCR binds to the epitope). The TCR CDR3 sequence is CASSEELAGAGEQFF. The epitope is FVDGVPFVV. (3) The epitope is LEPLVDLPI. The TCR CDR3 sequence is CASNPGGDITEAFF. Result: 1 (the TCR binds to the epitope). (4) The epitope is YLNTLTLAV. The TCR CDR3 sequence is CASSQGFSLGWETQYF. Result: 1 (the TCR binds to the epitope).